From a dataset of Reaction yield outcomes from USPTO patents with 853,638 reactions. Predict the reaction yield, written as a fraction of the theoretical maximum amount of product (1.0 means a 100% yield; for example, 0.34 means a 34% yield). (1) The reactants are [Cl:1][C:2]1[CH:7]=[CH:6][CH:5]=[C:4]([Cl:8])[C:3]=1Br.[CH3:10][O:11][C:12]1[CH:17]=[CH:16][CH:15]=[CH:14][C:13]=1B(O)O.C(=O)([O-])[O-].[K+].[K+].CC1C=CC(S(OCC2CC3C(C4C=CC=CC=4)=CC=CC=3O2)(=O)=O)=CC=1. The catalyst is CC1C=CC=CC=1[P](C1C=CC=CC=1C)([Pd](Cl)(Cl)[P](C1=C(C)C=CC=C1)(C1C=CC=CC=1C)C1C=CC=CC=1C)C1C=CC=CC=1C. The product is [CH3:10][O:11][C:12]1[C:13]([C:3]2[C:2]([Cl:1])=[CH:7][CH:6]=[CH:5][C:4]=2[Cl:8])=[CH:14][CH:15]=[CH:16][CH:17]=1. The yield is 0.770. (2) The reactants are [NH2:1][C:2]1[C:10]2[C:9]([C:11]3[CH:16]=[CH:15][C:14]([Cl:17])=[C:13]([Cl:18])[CH:12]=3)=[N:8][C:7](S(C)=O)=[N:6][C:5]=2[S:4][C:3]=1[C:22]([NH2:24])=[O:23].[CH3:25][O:26][CH2:27][CH2:28][CH2:29][NH2:30]. The catalyst is CS(C)=O. The product is [NH2:1][C:2]1[C:10]2[C:9]([C:11]3[CH:16]=[CH:15][C:14]([Cl:17])=[C:13]([Cl:18])[CH:12]=3)=[N:8][C:7]([NH:30][CH2:29][CH2:28][CH2:27][O:26][CH3:25])=[N:6][C:5]=2[S:4][C:3]=1[C:22]([NH2:24])=[O:23]. The yield is 0.230. (3) The reactants are [O:1]=[C:2]1[NH:11][C:10]2[CH:12]=[CH:13][C:14]([O:16][CH:17]3[CH2:22][CH2:21][N:20](C(OC(C)(C)C)=O)[CH2:19][CH2:18]3)=[CH:15][C:9]=2[C:8]2[N:7]=[CH:6][CH:5]=[CH:4][C:3]1=2.O1CCOCC1.Cl. The catalyst is O1CCOCC1. The product is [NH:20]1[CH2:19][CH2:18][CH:17]([O:16][C:14]2[CH:13]=[CH:12][C:10]3[NH:11][C:2](=[O:1])[C:3]4[CH:4]=[CH:5][CH:6]=[N:7][C:8]=4[C:9]=3[CH:15]=2)[CH2:22][CH2:21]1. The yield is 0.980. (4) The reactants are C(N(CC)CC)C.[C:8]([O:14][CH2:15][CH3:16])(=[O:13])[CH2:9][C:10]([O-:12])=O.[K+].[Cl-].[Mg+2].[Cl-].[O:21]1[CH:25]=[CH:24][CH:23]=[C:22]1C(Cl)=O. The catalyst is C(#N)C. The product is [O:21]1[CH:25]=[CH:24][CH:23]=[C:22]1[C:10](=[O:12])[CH2:9][C:8]([O:14][CH2:15][CH3:16])=[O:13]. The yield is 0.720. (5) The reactants are [CH3:1][C:2]1([CH3:18])[O:7][C:6](=[O:8])[NH:5][C:4]2[CH:9]=[CH:10][C:11]([C:13]3[NH:14][CH:15]=[CH:16][CH:17]=3)=[CH:12][C:3]1=2.[C:19](=O)([O-])[O-].[K+].[K+].CI.O. The catalyst is CN(C)C=O. The product is [CH3:1][C:2]1([CH3:18])[O:7][C:6](=[O:8])[NH:5][C:4]2[CH:9]=[CH:10][C:11]([C:13]3[N:14]([CH3:19])[CH:15]=[CH:16][CH:17]=3)=[CH:12][C:3]1=2. The yield is 0.310. (6) The reactants are [CH3:1][S:2](Cl)(=[O:4])=[O:3].[NH2:6][C:7]1[C:27]([C:28]2[CH:33]=[CH:32][CH:31]=[CH:30][CH:29]=2)=[CH:26][C:10]2[C:11]([C:21]([O:23][CH2:24][CH3:25])=[O:22])=[C:12]([C:14]3[CH:19]=[CH:18][C:17]([F:20])=[CH:16][CH:15]=3)[O:13][C:9]=2[CH:8]=1.N1C=CC=CC=1. The catalyst is C(Cl)Cl. The product is [F:20][C:17]1[CH:18]=[CH:19][C:14]([C:12]2[O:13][C:9]3[CH:8]=[C:7]([NH:6][S:2]([CH3:1])(=[O:4])=[O:3])[C:27]([C:28]4[CH:29]=[CH:30][CH:31]=[CH:32][CH:33]=4)=[CH:26][C:10]=3[C:11]=2[C:21]([O:23][CH2:24][CH3:25])=[O:22])=[CH:15][CH:16]=1. The yield is 0.860. (7) The reactants are C(=O)([O-])[O-].[Cs+].[Cs+].[OH:7][C:8]1[C:13]2[O:14][C:15]([CH3:20])([CH3:19])[O:16][C:17](=[O:18])[C:12]=2[CH:11]=[CH:10][CH:9]=1.I[CH:22]([CH3:24])[CH3:23]. The catalyst is CN(C)C=O. The product is [CH3:19][C:15]1([CH3:20])[O:14][C:13]2[C:8]([O:7][CH:22]([CH3:24])[CH3:23])=[CH:9][CH:10]=[CH:11][C:12]=2[C:17](=[O:18])[O:16]1. The yield is 0.770.